The task is: Predict the product of the given reaction.. This data is from Forward reaction prediction with 1.9M reactions from USPTO patents (1976-2016). (1) Given the reactants [F:1][C:2]([F:9])([F:8])[CH2:3][CH2:4][C:5](O)=[O:6].CCN=C=NCCCN(C)C.C1C=CC2N(O)N=NC=2C=1.CCN(C(C)C)C(C)C.[NH:40]1[CH2:44][CH2:43][C@@H:42]([C:45]2[O:49][N:48]=[C:47]([C:50]3[S:51][CH:52]=[CH:53][N:54]=3)[N:46]=2)[CH2:41]1, predict the reaction product. The product is: [F:1][C:2]([F:9])([F:8])[CH2:3][CH2:4][C:5]([N:40]1[CH2:44][CH2:43][C@@H:42]([C:45]2[O:49][N:48]=[C:47]([C:50]3[S:51][CH:52]=[CH:53][N:54]=3)[N:46]=2)[CH2:41]1)=[O:6]. (2) Given the reactants Br[C:2]1[CH:3]=[C:4]([CH:32]=[CH:33][CH:34]=1)[CH2:5][N:6]1[C:10]2[CH:11]=[C:12]([O:15][CH2:16][C:17]3[CH:21]=[CH:20][N:19]([CH3:22])[N:18]=3)[CH:13]=[CH:14][C:9]=2[N:8]=[C:7]1[CH2:23][C:24]([CH2:30][CH3:31])([CH2:28][CH3:29])[C:25]([OH:27])=[O:26].[F:35][C:36]1([F:41])[CH2:40][CH2:39][NH:38][CH2:37]1, predict the reaction product. The product is: [F:35][C:36]1([F:41])[CH2:40][CH2:39][N:38]([C:2]2[CH:3]=[C:4]([CH:32]=[CH:33][CH:34]=2)[CH2:5][N:6]2[C:10]3[CH:11]=[C:12]([O:15][CH2:16][C:17]4[CH:21]=[CH:20][N:19]([CH3:22])[N:18]=4)[CH:13]=[CH:14][C:9]=3[N:8]=[C:7]2[CH2:23][C:24]([CH2:30][CH3:31])([CH2:28][CH3:29])[C:25]([OH:27])=[O:26])[CH2:37]1. (3) Given the reactants Cl.[CH3:2][O:3][C:4]1[CH:13]=[C:12]2[C:7]([CH:8]=[CH:9][CH:10]=[C:11]2[CH2:14][CH2:15][NH2:16])=[CH:6][CH:5]=1.C(=O)([O-])[O-].[K+].[K+].[C:23](Cl)(=[O:25])[CH3:24], predict the reaction product. The product is: [CH3:2][O:3][C:4]1[CH:13]=[C:12]2[C:7]([CH:8]=[CH:9][CH:10]=[C:11]2[CH2:14][CH2:15][NH:16][C:23](=[O:25])[CH3:24])=[CH:6][CH:5]=1. (4) The product is: [Cl:9][C:6]1[N:5]=[CH:4][C:3]([C:10]([N:12]2[CH2:17][CH2:16][CH:15]([C:18]3[CH:23]=[CH:22][C:21]([F:24])=[CH:20][CH:19]=3)[CH2:14][CH2:13]2)=[O:11])=[C:2]([NH:28][C:27]2[CH:29]=[C:30]([F:33])[CH:31]=[CH:32][C:26]=2[F:25])[C:7]=1[CH3:8]. Given the reactants Cl[C:2]1[C:7]([CH3:8])=[C:6]([Cl:9])[N:5]=[CH:4][C:3]=1[C:10]([N:12]1[CH2:17][CH2:16][CH:15]([C:18]2[CH:23]=[CH:22][C:21]([F:24])=[CH:20][CH:19]=2)[CH2:14][CH2:13]1)=[O:11].[F:25][C:26]1[CH:32]=[CH:31][C:30]([F:33])=[CH:29][C:27]=1[NH2:28], predict the reaction product.